Dataset: Reaction yield outcomes from USPTO patents with 853,638 reactions. Task: Predict the reaction yield, written as a fraction of the theoretical maximum amount of product (1.0 means a 100% yield; for example, 0.34 means a 34% yield). (1) The yield is 0.930. The product is [CH3:16][O:15][C:4]1[CH:3]=[C:2]([CH:7]=[CH:6][C:5]=1[C:8]1[CH:9]=[C:10]([CH3:14])[N:11]=[N:12][CH:13]=1)[NH2:36]. The catalyst is C1C=CC(/C=C/C(/C=C/C2C=CC=CC=2)=O)=CC=1.C1C=CC(/C=C/C(/C=C/C2C=CC=CC=2)=O)=CC=1.C1C=CC(/C=C/C(/C=C/C2C=CC=CC=2)=O)=CC=1.[Pd].[Pd].C1C=CC(P(C2C(C3C(P(C4C=CC=CC=4)C4C=CC=CC=4)=CC=C4C=3C=CC=C4)=C3C(C=CC=C3)=CC=2)C2C=CC=CC=2)=CC=1.C1(C)C=CC=CC=1. The reactants are Br[C:2]1[CH:7]=[CH:6][C:5]([C:8]2[CH:9]=[C:10]([CH3:14])[N:11]=[N:12][CH:13]=2)=[C:4]([O:15][CH3:16])[CH:3]=1.CC(C)([O-])C.[Na+].C(=[NH:36])(C1C=CC=CC=1)C1C=CC=CC=1.CC([O-])=O.[Na+].[NH4+].C(=O)([O-])[O-].[Na+].[Na+]. (2) The reactants are [O:1]=[C:2]1[C:11]2[C:6](=[CH:7][CH:8]=[CH:9][CH:10]=2)[N:5]=[C:4]([CH2:12][CH2:13][CH2:14][C:15]([OH:17])=O)[NH:3]1.[O:18]=[C:19]1[N:23]([CH:24]2[CH2:29][CH2:28][NH:27][CH2:26][CH2:25]2)[C:22]2[CH:30]=[CH:31][CH:32]=[C:33]([C:34]#[N:35])[C:21]=2[NH:20]1. No catalyst specified. The product is [O:18]=[C:19]1[N:23]([CH:24]2[CH2:25][CH2:26][N:27]([C:15](=[O:17])[CH2:14][CH2:13][CH2:12][C:4]3[NH:3][C:2](=[O:1])[C:11]4[C:6](=[CH:7][CH:8]=[CH:9][CH:10]=4)[N:5]=3)[CH2:28][CH2:29]2)[C:22]2[CH:30]=[CH:31][CH:32]=[C:33]([C:34]#[N:35])[C:21]=2[NH:20]1. The yield is 0.210. (3) The reactants are [NH2:1][C:2]1[S:3][CH:4]=[C:5]([C:7]([CH3:10])([CH3:9])[CH3:8])[N:6]=1.[Br:11]N1C(=O)CCC1=O.CCCCCC. The catalyst is C(Cl)(Cl)(Cl)Cl. The product is [NH2:1][C:2]1[S:3][C:4]([Br:11])=[C:5]([C:7]([CH3:10])([CH3:9])[CH3:8])[N:6]=1. The yield is 0.937.